Dataset: Full USPTO retrosynthesis dataset with 1.9M reactions from patents (1976-2016). Task: Predict the reactants needed to synthesize the given product. Given the product [CH2:1]([O:8][C:9](=[O:10])[NH:11][CH:12]([C:32](=[O:57])[NH:33][CH:34]([C:43](=[O:56])[N:44]([CH2:48][CH:49]([O:50][CH2:51][CH3:52])[O:53][CH2:54][CH3:55])[CH:45]([CH3:47])[CH3:46])[CH2:35][C:36]1[CH:37]=[CH:38][C:39]([Cl:42])=[CH:40][CH:41]=1)[CH2:13][NH2:14])[C:2]1[CH:3]=[CH:4][CH:5]=[CH:6][CH:7]=1, predict the reactants needed to synthesize it. The reactants are: [CH2:1]([O:8][C:9]([NH:11][CH:12]([C:32](=[O:57])[NH:33][CH:34]([C:43](=[O:56])[N:44]([CH2:48][CH:49]([O:53][CH2:54][CH3:55])[O:50][CH2:51][CH3:52])[CH:45]([CH3:47])[CH3:46])[CH2:35][C:36]1[CH:41]=[CH:40][C:39]([Cl:42])=[CH:38][CH:37]=1)[CH2:13][NH:14]C(=O)OCC1C2C=CC=CC=2C2C1=CC=CC=2)=[O:10])[C:2]1[CH:7]=[CH:6][CH:5]=[CH:4][CH:3]=1.C(NCC)C.